From a dataset of Forward reaction prediction with 1.9M reactions from USPTO patents (1976-2016). Predict the product of the given reaction. Given the reactants Cl.[Br:2][C:3]1[CH:8]=[CH:7][C:6]([N:9]2[C:13]([CH2:14][C@@H:15]3[CH2:19][CH2:18][NH:17][CH2:16]3)=[N:12][NH:11][C:10]2=[O:20])=[CH:5][CH:4]=1.C(N(CC)C(C)C)(C)C.[C:30]([Cl:33])(=[O:32])[CH3:31], predict the reaction product. The product is: [C:30]([Cl:33])(=[O:32])[CH3:31].[C:30]([N:17]1[CH2:18][CH2:19][C@@H:15]([CH2:14][C:13]2[N:9]([C:6]3[CH:7]=[CH:8][C:3]([Br:2])=[CH:4][CH:5]=3)[C:10](=[O:20])[NH:11][N:12]=2)[CH2:16]1)(=[O:32])[CH3:31].